From a dataset of Full USPTO retrosynthesis dataset with 1.9M reactions from patents (1976-2016). Predict the reactants needed to synthesize the given product. (1) The reactants are: [CH2:1]([O:3][C:4]([N:6]1[C:15]2[C:10](=[N:11][C:12]([O:16][CH3:17])=[CH:13][CH:14]=2)[C@@H:9]([NH:18][CH:19]([C:34]2[N:39]=[CH:38][C:37](/[CH:40]=[C:41](\[NH:46]C(OCC3C=CC=CC=3)=O)/[C:42]([O:44][CH3:45])=[O:43])=[CH:36][N:35]=2)[C:20]2[CH:25]=[C:24]([C:26]([F:29])([F:28])[F:27])[CH:23]=[C:22]([C:30]([F:33])([F:32])[F:31])[CH:21]=2)[CH2:8][C@H:7]1[CH2:57][CH3:58])=[O:5])[CH3:2]. Given the product [CH2:1]([O:3][C:4]([N:6]1[C:15]2[C:10](=[N:11][C:12]([O:16][CH3:17])=[CH:13][CH:14]=2)[C@@H:9]([NH:18][CH:19]([C:34]2[N:39]=[CH:38][C:37]([CH2:40][CH:41]([NH2:46])[C:42]([O:44][CH3:45])=[O:43])=[CH:36][N:35]=2)[C:20]2[CH:21]=[C:22]([C:30]([F:33])([F:31])[F:32])[CH:23]=[C:24]([C:26]([F:27])([F:28])[F:29])[CH:25]=2)[CH2:8][C@H:7]1[CH2:57][CH3:58])=[O:5])[CH3:2], predict the reactants needed to synthesize it. (2) Given the product [F:25][C:19]1[CH:20]=[C:21]([I:24])[CH:22]=[CH:23][C:18]=1[NH:17][C:11]1[N:12]([CH3:16])[C:13](=[O:15])[CH:14]=[C:9]([O:8][C:6]2[CH:5]=[CH:4][N:3]=[C:2]([CH3:1])[CH:7]=2)[C:10]=1[C:26]([NH2:28])=[O:27], predict the reactants needed to synthesize it. The reactants are: [CH3:1][C:2]1[CH:7]=[C:6]([O:8][C:9]2[C:10]([C:26]([NH:28]CC3C=CC(OC)=CC=3)=[O:27])=[C:11]([NH:17][C:18]3[CH:23]=[CH:22][C:21]([I:24])=[CH:20][C:19]=3[F:25])[N:12]([CH3:16])[C:13](=[O:15])[CH:14]=2)[CH:5]=[CH:4][N:3]=1.[Cl-].[Al+3].[Cl-].[Cl-].C(OCC)(=O)C.O.